From a dataset of Catalyst prediction with 721,799 reactions and 888 catalyst types from USPTO. Predict which catalyst facilitates the given reaction. (1) Reactant: [NH2:1][C:2]1[C:7]([CH3:8])=[C:6]([Cl:9])[CH:5]=[CH:4][C:3]=1[NH:10][C:11]([C@@H:13]1[CH2:17][C@H:16]([O:18][CH3:19])[CH2:15][N:14]1[C:20]([O:22][C:23]([CH3:26])([CH3:25])[CH3:24])=[O:21])=O.CC(O)=O. Product: [Cl:9][C:6]1[CH:5]=[CH:4][C:3]2[N:10]=[C:11]([C@@H:13]3[CH2:17][C@H:16]([O:18][CH3:19])[CH2:15][N:14]3[C:20]([O:22][C:23]([CH3:26])([CH3:25])[CH3:24])=[O:21])[NH:1][C:2]=2[C:7]=1[CH3:8]. The catalyst class is: 11. (2) Reactant: [Br:1][C:2]1[CH:3]=[CH:4][C:5]([C:8]([C:10]2[CH:15]=[C:14]([Cl:16])[CH:13]=[C:12]([Cl:17])[CH:11]=2)=[O:9])=[N:6][CH:7]=1.ClCCl.[BH4-].[Na+]. Product: [Br:1][C:2]1[CH:3]=[CH:4][C:5]([CH:8]([C:10]2[CH:15]=[C:14]([Cl:16])[CH:13]=[C:12]([Cl:17])[CH:11]=2)[OH:9])=[N:6][CH:7]=1. The catalyst class is: 5. (3) The catalyst class is: 6. Reactant: [NH:1](C1C=CC(C(O)=O)=CC=1)N.[C:12]1([CH2:18][C:19]([C:21]2[CH:26]=[CH:25][CH:24]=[CH:23][CH:22]=2)=O)[CH:17]=[CH:16][CH:15]=[CH:14][CH:13]=1.S(=O)(=O)(O)O.Cl. Product: [C:21]1([C:19]2[NH:1][C:13]3[C:12]([CH:18]=2)=[CH:17][CH:16]=[CH:15][CH:14]=3)[CH:22]=[CH:23][CH:24]=[CH:25][CH:26]=1. (4) Reactant: Br[C:2]1[CH:20]=[CH:19][C:5]([C:6]([NH:8][C:9]2[CH:14]=[C:13]([C:15]([F:18])([F:17])[F:16])[CH:12]=[CH:11][N:10]=2)=[O:7])=[CH:4][C:3]=1[C:21]([F:24])([F:23])[CH3:22].CC([O-])=O.[K+].[CH3:30][C:31]1([CH3:47])[C:35]([CH3:37])([CH3:36])[O:34][B:33](C2C=CC(C(N)=O)=CC=2)[O:32]1. Product: [F:23][C:21]([C:3]1[CH:4]=[C:5]([CH:19]=[CH:20][C:2]=1[B:33]1[O:34][C:35]([CH3:37])([CH3:36])[C:31]([CH3:47])([CH3:30])[O:32]1)[C:6]([NH:8][C:9]1[CH:14]=[C:13]([C:15]([F:18])([F:17])[F:16])[CH:12]=[CH:11][N:10]=1)=[O:7])([F:24])[CH3:22]. The catalyst class is: 12. (5) Reactant: Cl[C:2]1[N:7]=[C:6]([C:8]2[CH:13]=[CH:12][C:11]([N+:14]([O-:16])=[O:15])=[CH:10][CH:9]=2)[N:5]=[C:4]2[N:17]([CH2:20][C:21]([F:24])([F:23])[F:22])[N:18]=[CH:19][C:3]=12.[CH:25]12[O:33][CH:29]([CH2:30][NH:31][CH2:32]1)[CH2:28][N:27]([C:34]([O:36][C:37]([CH3:40])([CH3:39])[CH3:38])=[O:35])[CH2:26]2.C(N(CC)CC)C. Product: [N+:14]([C:11]1[CH:12]=[CH:13][C:8]([C:6]2[N:5]=[C:4]3[N:17]([CH2:20][C:21]([F:24])([F:23])[F:22])[N:18]=[CH:19][C:3]3=[C:2]([N:31]3[CH2:32][CH:25]4[O:33][CH:29]([CH2:28][N:27]([C:34]([O:36][C:37]([CH3:40])([CH3:39])[CH3:38])=[O:35])[CH2:26]4)[CH2:30]3)[N:7]=2)=[CH:9][CH:10]=1)([O-:16])=[O:15]. The catalyst class is: 8. (6) Reactant: [CH:1]([C:3]1[C:4]([NH:11][C:12]2[CH:13]=[C:14]([NH:18][C:19](=[O:25])[O:20][C:21]([CH3:24])([CH3:23])[CH3:22])[CH:15]=[CH:16][CH:17]=2)=[N:5][C:6]([S:9][CH3:10])=[N:7][CH:8]=1)=[O:2].[CH2:26]1COCC1.C[Mg]Br.[NH4+].[Cl-]. Product: [OH:2][CH:1]([C:3]1[C:4]([NH:11][C:12]2[CH:13]=[C:14]([NH:18][C:19](=[O:25])[O:20][C:21]([CH3:22])([CH3:24])[CH3:23])[CH:15]=[CH:16][CH:17]=2)=[N:5][C:6]([S:9][CH3:10])=[N:7][CH:8]=1)[CH3:26]. The catalyst class is: 28. (7) Reactant: Cl[C:2]1[C:11]2[C:6](=[CH:7][C:8]([F:14])=[C:9]([O:12][CH3:13])[CH:10]=2)[N:5]=[CH:4][C:3]=1[C:15]#[N:16].[Cl:17][C:18]1[CH:19]=[C:20]([NH2:31])[CH:21]=[CH:22][C:23]=1[S:24][C:25]1[N:26]([CH3:30])[CH:27]=[CH:28][N:29]=1.Cl.N1C=CC=CC=1. Product: [Cl:17][C:18]1[CH:19]=[C:20]([NH:31][C:2]2[C:11]3[C:6](=[CH:7][C:8]([F:14])=[C:9]([O:12][CH3:13])[CH:10]=3)[N:5]=[CH:4][C:3]=2[C:15]#[N:16])[CH:21]=[CH:22][C:23]=1[S:24][C:25]1[N:26]([CH3:30])[CH:27]=[CH:28][N:29]=1. The catalyst class is: 486.